From a dataset of Reaction yield outcomes from USPTO patents with 853,638 reactions. Predict the reaction yield, written as a fraction of the theoretical maximum amount of product (1.0 means a 100% yield; for example, 0.34 means a 34% yield). (1) The reactants are [F:1][C:2]([F:15])([F:14])[CH2:3][O:4][C:5]1[CH:10]=[C:9]([C:11](=O)[CH3:12])[CH:8]=[CH:7][N:6]=1.[CH3:16][C:17]([S@:20]([NH2:22])=[O:21])([CH3:19])[CH3:18]. No catalyst specified. The product is [CH3:16][C:17]([S@:20]([NH:22][CH:11]([C:9]1[CH:8]=[CH:7][N:6]=[C:5]([O:4][CH2:3][C:2]([F:15])([F:14])[F:1])[CH:10]=1)[CH3:12])=[O:21])([CH3:19])[CH3:18]. The yield is 0.750. (2) The reactants are [Cl:1][C:2]1[CH:7]=[CH:6][CH:5]=[CH:4][C:3]=1[CH:8]=[CH:9][CH2:10][CH2:11][CH2:12][C:13]#[C:14][C:15](=[O:17])[CH3:16]. The catalyst is [Au].ClC1C=CC=CC=1Cl. The product is [Cl:1][C:2]1[CH:7]=[CH:6][CH:5]=[C:4]2[C:3]=1[CH:8]=[C:9]1[CH2:10][CH2:11][CH2:12][C:13]1=[C:14]2[C:15](=[O:17])[CH3:16]. The yield is 0.860. (3) The reactants are [NH2:1][C:2]1[N:11]=[CH:10][C:9]2[C:8](SC)=[N:7][CH:6]=[N:5][C:4]=2[CH:3]=1.[CH3:14][N:15]([CH3:23])[C:16]1[CH:21]=[CH:20][C:19]([NH2:22])=[CH:18][CH:17]=1. No catalyst specified. The product is [NH2:1][C:2]1[N:11]=[CH:10][C:9]2[C:8]([NH:22][C:19]3[CH:20]=[CH:21][C:16]([N:15]([CH3:23])[CH3:14])=[CH:17][CH:18]=3)=[N:7][CH:6]=[N:5][C:4]=2[CH:3]=1. The yield is 0.530. (4) The reactants are [NH2:1][C:2]1[CH:3]=[C:4]([C:8]2[C:16]3[C:11](=[CH:12][CH:13]=[C:14]([C:17]([NH2:19])=[O:18])[CH:15]=3)[N:10](C3CCCCO3)[N:9]=2)[CH:5]=[CH:6][CH:7]=1.[F:26][C:27]([F:39])([F:38])[C:28]1[CH:33]=[CH:32][C:31]([CH2:34][C:35](O)=[O:36])=[CH:30][CH:29]=1.CCN=C=NCCCN(C)C. No catalyst specified. The product is [F:26][C:27]([F:38])([F:39])[C:28]1[CH:29]=[CH:30][C:31]([CH2:34][C:35]([NH:1][C:2]2[CH:3]=[C:4]([C:8]3[C:16]4[C:11](=[CH:12][CH:13]=[C:14]([C:17]([NH2:19])=[O:18])[CH:15]=4)[NH:10][N:9]=3)[CH:5]=[CH:6][CH:7]=2)=[O:36])=[CH:32][CH:33]=1. The yield is 0.110. (5) The product is [O:1]=[CH:2][CH2:3][CH2:4][C:5]1[C:14]2[O:13][CH2:12][C:11]3=[C:15]([C:18]([O:20][CH2:21][CH3:22])=[O:19])[N:16]=[CH:17][N:10]3[C:9]=2[CH:8]=[CH:7][CH:6]=1. The yield is 1.00. The reactants are [OH:1][CH2:2][CH2:3][CH2:4][C:5]1[C:14]2[O:13][CH2:12][C:11]3=[C:15]([C:18]([O:20][CH2:21][CH3:22])=[O:19])[N:16]=[CH:17][N:10]3[C:9]=2[CH:8]=[CH:7][CH:6]=1.CC(OI1(OC(C)=O)(OC(C)=O)OC(=O)C2C=CC=CC1=2)=O. The catalyst is C(Cl)Cl.